Dataset: Reaction yield outcomes from USPTO patents with 853,638 reactions. Task: Predict the reaction yield, written as a fraction of the theoretical maximum amount of product (1.0 means a 100% yield; for example, 0.34 means a 34% yield). (1) The reactants are Cl[C:2]1[N:3]([CH2:24][CH:25]2[CH2:27][CH2:26]2)[C:4]2[C:9]([N:10]=1)=[C:8]([N:11]1[CH2:16][CH2:15][O:14][CH2:13][CH2:12]1)[N:7]=[C:6]([C:17]1[CH:18]=[N:19][C:20]([NH2:23])=[N:21][CH:22]=1)[N:5]=2.[C:28]([N:31]1[CH2:36][CH2:35][NH:34][CH2:33][CH2:32]1)(=[O:30])[CH3:29]. The catalyst is CN1CCCC1=O. The product is [C:28]([N:31]1[CH2:36][CH2:35][N:34]([C:2]2[N:3]([CH2:24][CH:25]3[CH2:27][CH2:26]3)[C:4]3[C:9]([N:10]=2)=[C:8]([N:11]2[CH2:16][CH2:15][O:14][CH2:13][CH2:12]2)[N:7]=[C:6]([C:17]2[CH:18]=[N:19][C:20]([NH2:23])=[N:21][CH:22]=2)[N:5]=3)[CH2:33][CH2:32]1)(=[O:30])[CH3:29]. The yield is 0.850. (2) The reactants are [Br:1][C:2]1[CH:3]=[C:4]([C:8]2[CH:9]=[CH:10][C:11]3[NH:16][C:15](=[O:17])[O:14][C:13]([CH3:19])([CH3:18])[C:12]=3[CH:20]=2)[CH:5]=[CH:6][CH:7]=1.[H-].[Na+].I[CH3:24].S([O-])([O-])(=O)=O.[NH4+].[NH4+]. The catalyst is CN(C=O)C.C(OCC)(=O)C. The product is [Br:1][C:2]1[CH:3]=[C:4]([C:8]2[CH:9]=[CH:10][C:11]3[N:16]([CH3:24])[C:15](=[O:17])[O:14][C:13]([CH3:18])([CH3:19])[C:12]=3[CH:20]=2)[CH:5]=[CH:6][CH:7]=1. The yield is 0.720.